From a dataset of Catalyst prediction with 721,799 reactions and 888 catalyst types from USPTO. Predict which catalyst facilitates the given reaction. (1) Reactant: [OH:1][CH2:2][C:3]1[O:7][C:6]([CH2:8][N:9]([CH2:22][C:23]([F:26])([F:25])[F:24])[C:10]2[CH:17]=[CH:16][C:13]([C:14]#[N:15])=[C:12]([C:18]([F:21])([F:20])[F:19])[CH:11]=2)=[CH:5][CH:4]=1.[CH3:27][Si]([N-][Si](C)(C)C)(C)C.[Na+].CI. Product: [CH3:27][O:1][CH2:2][C:3]1[O:7][C:6]([CH2:8][N:9]([CH2:22][C:23]([F:26])([F:24])[F:25])[C:10]2[CH:17]=[CH:16][C:13]([C:14]#[N:15])=[C:12]([C:18]([F:19])([F:20])[F:21])[CH:11]=2)=[CH:5][CH:4]=1. The catalyst class is: 1. (2) Reactant: [Cl:1][C:2]1[CH:3]=[C:4]([NH:10][C:11]2[N:19]=[CH:18][CH:17]=[CH:16][C:12]=2[C:13]([OH:15])=O)[CH:5]=[C:6]([O:8][CH3:9])[CH:7]=1.Cl.[NH2:21][C:22]([CH3:27])([CH2:25][CH3:26])[C:23]#[CH:24].C1C=CC2N(O)N=NC=2C=1.CCN=C=NCCCN(C)C.CCN(C(C)C)C(C)C. Product: [Cl:1][C:2]1[CH:3]=[C:4]([NH:10][C:11]2[N:19]=[CH:18][CH:17]=[CH:16][C:12]=2[C:13]([NH:21][C:22]([CH3:27])([CH2:25][CH3:26])[C:23]#[CH:24])=[O:15])[CH:5]=[C:6]([O:8][CH3:9])[CH:7]=1. The catalyst class is: 2. (3) Reactant: Cl[C:2]1[N:7]=[C:6]([NH:8][C@H:9]([C:11]2[CH:16]=[CH:15][CH:14]=[CH:13][CH:12]=2)[CH3:10])[CH:5]=[N:4][CH:3]=1.CN(C=O)C.O.[F:23][C:24]1[C:29]([CH:30]=[O:31])=[CH:28][CH:27]=[CH:26][C:25]=1B(O)O.C(=O)([O-])[O-].[Cs+].[Cs+]. Product: [F:23][C:24]1[C:25]([C:2]2[CH:3]=[N:4][CH:5]=[C:6]([NH:8][C@H:9]([C:11]3[CH:16]=[CH:15][CH:14]=[CH:13][CH:12]=3)[CH3:10])[N:7]=2)=[CH:26][CH:27]=[CH:28][C:29]=1[CH:30]=[O:31]. The catalyst class is: 6. (4) Reactant: CC1C=CC(S(O[CH2:12][C@@H:13]2[CH2:16][C:15](=[O:17])[NH:14]2)(=O)=O)=CC=1.C(=O)([O-])[O-].[K+].[K+].[NH:24]1[CH2:29][CH2:28][CH2:27][CH2:26][CH2:25]1. Product: [N:24]1([CH2:12][C@H:13]2[NH:14][C:15](=[O:17])[CH2:16]2)[CH2:29][CH2:28][CH2:27][CH2:26][CH2:25]1. The catalyst class is: 10.